This data is from Forward reaction prediction with 1.9M reactions from USPTO patents (1976-2016). The task is: Predict the product of the given reaction. (1) Given the reactants Cl[C:2]1[CH:3]=[C:4]([N:8]2[CH2:13][CH2:12][N:11]([C:14]([C:16]3[N:17]([C:22]4[CH:27]=[CH:26][CH:25]=[CH:24][CH:23]=4)[N:18]=[C:19]([CH3:21])[CH:20]=3)=[O:15])[CH2:10][CH2:9]2)[CH:5]=[CH:6][CH:7]=1.[N+:28](C1C=C(N2CCNCC2)C=CC=1)([O-:30])=[O:29], predict the reaction product. The product is: [N+:28]([C:2]1[CH:3]=[C:4]([N:8]2[CH2:13][CH2:12][N:11]([C:14]([C:16]3[N:17]([C:22]4[CH:27]=[CH:26][CH:25]=[CH:24][CH:23]=4)[N:18]=[C:19]([CH3:21])[CH:20]=3)=[O:15])[CH2:10][CH2:9]2)[CH:5]=[CH:6][CH:7]=1)([O-:30])=[O:29]. (2) The product is: [Br:18][CH2:13][C:12]1[N:4]([CH2:3][C:2]([CH3:17])([CH3:16])[CH3:1])[C:5]2[C:10]([N:11]=1)=[CH:9][N:8]=[C:7]([C:14]#[N:15])[N:6]=2. Given the reactants [CH3:1][C:2]([CH3:17])([CH3:16])[CH2:3][N:4]1[C:12]([CH3:13])=[N:11][C:10]2[C:5]1=[N:6][C:7]([C:14]#[N:15])=[N:8][CH:9]=2.[Br:18]N1C(=O)CCC1=O.C(OOC(=O)C1C=CC=CC=1)(=O)C1C=CC=CC=1, predict the reaction product. (3) The product is: [C:26]([C:24]1[CH:25]=[C:17]([C:15]([NH:14][C:5]2([C:3]([OH:4])=[O:2])[CH2:6][C:7]3[C:12](=[CH:11][CH:10]=[CH:9][CH:8]=3)[CH2:13]2)=[O:16])[C:18]2[CH2:19][CH2:20][C:21]([CH3:31])([CH3:30])[C:22]=2[CH:23]=1)([CH3:27])([CH3:28])[CH3:29]. Given the reactants C[O:2][C:3]([C:5]1([NH:14][C:15]([C:17]2[C:18]3[CH2:19][CH2:20][C:21]([CH3:31])([CH3:30])[C:22]=3[CH:23]=[C:24]([C:26]([CH3:29])([CH3:28])[CH3:27])[CH:25]=2)=[O:16])[CH2:13][C:12]2[C:7](=[CH:8][CH:9]=[CH:10][CH:11]=2)[CH2:6]1)=[O:4].[OH-].[K+].O, predict the reaction product. (4) Given the reactants I[C:2]1[CH:7]=[CH:6][CH:5]=[CH:4][CH:3]=1.[CH2:8]([O:10][C:11]1[CH:12]=[C:13]2[NH:19][CH:18]=[CH:17][C:14]2=[N:15][CH:16]=1)[CH3:9].[Cl-].[Li+].CNCCNC.C(=O)([O-])[O-].[K+].[K+].[OH-].[NH4+], predict the reaction product. The product is: [CH2:8]([O:10][C:11]1[CH:12]=[C:13]2[N:19]([C:2]3[CH:7]=[CH:6][CH:5]=[CH:4][CH:3]=3)[CH:18]=[CH:17][C:14]2=[N:15][CH:16]=1)[CH3:9]. (5) Given the reactants C([O:3][C:4](=[O:41])[CH2:5][N:6]1[CH:10]=[CH:9][N:8]=[C:7]1[CH2:11][N:12]([CH2:20][C:21]1[CH:26]=[CH:25][C:24]([CH2:27][N:28]([CH2:30][CH2:31][CH2:32][CH2:33][N:34]([CH2:38][CH2:39][CH3:40])[CH2:35][CH2:36][CH3:37])[CH3:29])=[CH:23][CH:22]=1)[CH2:13][C:14]1[N:15]([CH3:19])[CH:16]=[CH:17][N:18]=1)C.Cl, predict the reaction product. The product is: [CH2:38]([N:34]([CH2:35][CH2:36][CH3:37])[CH2:33][CH2:32][CH2:31][CH2:30][N:28]([CH2:27][C:24]1[CH:23]=[CH:22][C:21]([CH2:20][N:12]([CH2:11][C:7]2[N:6]([CH2:5][C:4]([OH:41])=[O:3])[CH:10]=[CH:9][N:8]=2)[CH2:13][C:14]2[N:15]([CH3:19])[CH:16]=[CH:17][N:18]=2)=[CH:26][CH:25]=1)[CH3:29])[CH2:39][CH3:40].